This data is from TCR-epitope binding with 47,182 pairs between 192 epitopes and 23,139 TCRs. The task is: Binary Classification. Given a T-cell receptor sequence (or CDR3 region) and an epitope sequence, predict whether binding occurs between them. The epitope is TFYLTNDVSFL. The TCR CDR3 sequence is CASSRPDQVYEQYF. Result: 1 (the TCR binds to the epitope).